This data is from Catalyst prediction with 721,799 reactions and 888 catalyst types from USPTO. The task is: Predict which catalyst facilitates the given reaction. (1) Reactant: [Br:1][C:2]1[N:15]=[C:5]2[C:6]([O:13][CH3:14])=[CH:7][C:8]([C:10]([OH:12])=[O:11])=[CH:9][N:4]2[N:3]=1.[C:16](O)([CH3:19])([CH3:18])[CH3:17].CN(C1C=CC=CN=1)C.Cl.CN(C)CCCN=C=NCC. Product: [Br:1][C:2]1[N:15]=[C:5]2[C:6]([O:13][CH3:14])=[CH:7][C:8]([C:10]([O:12][C:16]([CH3:19])([CH3:18])[CH3:17])=[O:11])=[CH:9][N:4]2[N:3]=1. The catalyst class is: 4. (2) Reactant: [N:1]1[C:10]2[C:9](=[O:11])[CH2:8][CH2:7][CH2:6][C:5]=2[CH:4]=[CH:3][CH:2]=1.[F:12][C:13]1[CH:18]=[CH:17][C:16]([Mg]Br)=[CH:15][CH:14]=1. Product: [F:12][C:13]1[CH:18]=[CH:17][C:16]([C:9]2([OH:11])[C:10]3[N:1]=[CH:2][CH:3]=[CH:4][C:5]=3[CH2:6][CH2:7][CH2:8]2)=[CH:15][CH:14]=1. The catalyst class is: 1. (3) Reactant: [CH2:1]([C:4]1[CH:9]=[CH:8][C:7]([O:10][CH3:11])=[CH:6][CH:5]=1)[CH:2]=[CH2:3].ClC1C=C(C=CC=1)C(OO)=[O:17]. Product: [CH3:11][O:10][C:7]1[CH:8]=[CH:9][C:4]([CH2:1][CH:2]2[CH2:3][O:17]2)=[CH:5][CH:6]=1. The catalyst class is: 4. (4) Reactant: [CH3:1][O:2][C:3](=[O:39])[CH:4]([N:16]1[CH2:21][CH2:20][N:19]([C:22](=[O:33])[CH:23]([NH2:32])[CH2:24][C:25]2[CH:30]=[CH:29][C:28]([F:31])=[CH:27][CH:26]=2)[CH:18]([CH2:34][CH:35]2[CH2:37][CH2:36]2)[C:17]1=[O:38])[CH2:5][C:6]1[CH:15]=[CH:14][C:13]2[C:8](=[CH:9][CH:10]=[CH:11][CH:12]=2)[CH:7]=1.[C:40]([O:44][C:45]([NH:47][C:48]([CH3:53])([CH3:52])[C:49](O)=[O:50])=[O:46])([CH3:43])([CH3:42])[CH3:41].ON1C2C=CC=CC=2N=N1.CN1CCOCC1.CN(C)CCCN=C=NCC. Product: [CH3:1][O:2][C:3](=[O:39])[CH:4]([N:16]1[CH2:21][CH2:20][N:19]([C:22](=[O:33])[CH:23]([NH:32][C:49](=[O:50])[C:48]([NH:47][C:45]([O:44][C:40]([CH3:43])([CH3:42])[CH3:41])=[O:46])([CH3:53])[CH3:52])[CH2:24][C:25]2[CH:26]=[CH:27][C:28]([F:31])=[CH:29][CH:30]=2)[CH:18]([CH2:34][CH:35]2[CH2:37][CH2:36]2)[C:17]1=[O:38])[CH2:5][C:6]1[CH:15]=[CH:14][C:13]2[C:8](=[CH:9][CH:10]=[CH:11][CH:12]=2)[CH:7]=1. The catalyst class is: 3. (5) Reactant: CO[C:3](=[O:13])[C:4]1[C:9]([Cl:10])=[CH:8][CH:7]=[CH:6][C:5]=1[CH2:11]Br.[CH:14]1[C:23]2[O:22][C:21]3[CH:24]=[CH:25][CH:26]=[CH:27][C:20]=3[O:19][C:18]=2[CH:17]=[CH:16][C:15]=1[CH2:28][NH2:29].C([O-])([O-])=O.[K+].[K+].C(OCC)(=O)C. Product: [Cl:10][C:9]1[CH:8]=[CH:7][CH:6]=[C:5]2[C:4]=1[C:3](=[O:13])[N:29]([CH2:28][C:15]1[CH:16]=[CH:17][C:18]3[O:19][C:20]4[CH:27]=[CH:26][CH:25]=[CH:24][C:21]=4[O:22][C:23]=3[CH:14]=1)[CH2:11]2. The catalyst class is: 345. (6) Reactant: [NH2:1][C@H:2]([C:52]1[CH:57]=[CH:56][CH:55]=[CH:54][CH:53]=1)[C:3]([N:5]1[CH2:9][CH2:8][CH2:7][C@H:6]1[C:10]1[NH:11][C:12]([C:15]2[CH:20]=[CH:19][C:18]([C:21]3[CH:22]=[C:23]4[C:28](=[CH:29][CH:30]=3)[CH:27]=[C:26]([C:31]3[NH:35][C:34]([C@@H:36]5[CH2:40][CH2:39][CH2:38][N:37]5[C:41](=[O:51])[C@@H:42]([NH:46][C:47](=[O:50])[O:48][CH3:49])[CH:43]([CH3:45])[CH3:44])=[N:33][CH:32]=3)[CH:25]=[CH:24]4)=[CH:17][CH:16]=2)=[CH:13][N:14]=1)=[O:4].[O:58]1[CH2:62][CH2:61][CH2:60][C@H:59]1[C:63](O)=[O:64].C1CN([P+](ON2N=NC3C=CC=CC2=3)(N2CCCC2)N2CCCC2)CC1.F[P-](F)(F)(F)(F)F.C1C=CC2N(O)N=NC=2C=1.CN1CCOCC1. Product: [CH3:45][CH:43]([CH3:44])[C@H:42]([NH:46][C:47](=[O:50])[O:48][CH3:49])[C:41](=[O:51])[N:37]1[CH2:38][CH2:39][CH2:40][C@H:36]1[C:34]1[NH:35][C:31]([C:26]2[CH:25]=[CH:24][C:23]3[C:28](=[CH:29][CH:30]=[C:21]([C:18]4[CH:17]=[CH:16][C:15]([C:12]5[NH:11][C:10]([C@@H:6]6[CH2:7][CH2:8][CH2:9][N:5]6[C:3](=[O:4])[C@@H:2]([C:52]6[CH:53]=[CH:54][CH:55]=[CH:56][CH:57]=6)[NH:1][C:63]([C@H:59]6[CH2:60][CH2:61][CH2:62][O:58]6)=[O:64])=[N:14][CH:13]=5)=[CH:20][CH:19]=4)[CH:22]=3)[CH:27]=2)=[CH:32][N:33]=1. The catalyst class is: 31. (7) Reactant: [NH2:1][CH2:2][CH2:3][N:4]1[CH2:9][CH2:8][NH:7][CH2:6][CH2:5]1.C(O)CO.[F:14][C:15]([F:20])([F:19])[C:16]([OH:18])=[O:17]. Product: [F:14][C:15]([F:20])([F:19])[C:16]([O-:18])=[O:17].[NH2:1][CH2:2][CH2:3][NH+:4]1[CH2:9][CH2:8][NH:7][CH2:6][CH2:5]1. The catalyst class is: 10. (8) Product: [CH3:9][O:8][C:5]1[CH:6]=[CH:7][C:2]([C:15]2[CH:16]=[CH:17][C:12]([O:11][CH3:10])=[CH:13][CH:14]=2)=[CH:3][CH:4]=1. The catalyst class is: 102. Reactant: Cl[C:2]1[CH:7]=[CH:6][C:5]([O:8][CH3:9])=[CH:4][CH:3]=1.[CH3:10][O:11][C:12]1[CH:17]=[CH:16][C:15](B(O)O)=[CH:14][CH:13]=1.[F-].[Cs+]. (9) Reactant: [Cl:1][C:2]1[CH:18]=[CH:17][CH:16]=[CH:15][C:3]=1[CH2:4][C:5]1[O:9][N:8]=[C:7]([C:10]([O:12]CC)=[O:11])[CH:6]=1.C(O)C.[OH-].[Na+]. Product: [Cl:1][C:2]1[CH:18]=[CH:17][CH:16]=[CH:15][C:3]=1[CH2:4][C:5]1[O:9][N:8]=[C:7]([C:10]([OH:12])=[O:11])[CH:6]=1. The catalyst class is: 6.